Dataset: Forward reaction prediction with 1.9M reactions from USPTO patents (1976-2016). Task: Predict the product of the given reaction. (1) Given the reactants [S:1]1[C:5]([S:6](Cl)(=[O:8])=[O:7])=[CH:4][C:3]2[CH:10]=[CH:11][CH:12]=[CH:13][C:2]1=2.N1C=CC=CC=1.[Cl:20][C:21]1[CH:22]=[C:23]([CH:29]=[CH:30][C:31]=1[Cl:32])[CH2:24][NH:25][CH:26]([CH3:28])[CH3:27], predict the reaction product. The product is: [Cl:20][C:21]1[CH:22]=[C:23]([CH:29]=[CH:30][C:31]=1[Cl:32])[CH2:24][N:25]([CH:26]([CH3:28])[CH3:27])[S:6]([C:5]1[S:1][C:2]2[CH:13]=[CH:12][CH:11]=[CH:10][C:3]=2[CH:4]=1)(=[O:8])=[O:7]. (2) Given the reactants [F:1][C:2]1[CH:7]=[CH:6][CH:5]=[C:4]([F:8])[C:3]=1[C:9]([NH:11][C:12]1[CH:13]=[C:14]([CH:20]=[CH:21][CH:22]=1)[C:15]([O:17]CC)=O)=[O:10].[Cl:23][C:24]1[N:29]=[C:28]([CH3:30])[CH:27]=[CH:26][N:25]=1.[Li+].C[Si]([N-][Si](C)(C)C)(C)C, predict the reaction product. The product is: [Cl:23][C:24]1[N:29]=[C:28]([CH2:30][C:15]([C:14]2[CH:13]=[C:12]([NH:11][C:9](=[O:10])[C:3]3[C:4]([F:8])=[CH:5][CH:6]=[CH:7][C:2]=3[F:1])[CH:22]=[CH:21][CH:20]=2)=[O:17])[CH:27]=[CH:26][N:25]=1. (3) Given the reactants [O:1]([C:9]1[CH:14]=[CH:13][C:12]([CH2:15][CH2:16][CH2:17][CH2:18][NH2:19])=[CH:11][CH:10]=1)[CH2:2][CH2:3][O:4][CH2:5][CH2:6][O:7][CH3:8].OC[CH2:22][O:23][CH2:24][CH2:25][O:26][CH2:27][CH2:22][O:23][CH:24](C1C=CC(C(C(OCC2C=CC=CC=2)=O)CCCN)=CC=1)[CH2:25][O:26][CH3:27], predict the reaction product. The product is: [O:1]([C:9]1[CH:10]=[CH:11][C:12]([CH2:15][CH2:16][CH2:17][CH2:18][NH2:19])=[CH:13][CH:14]=1)[CH2:2][CH2:3][O:4][CH2:5][CH2:6][O:7][CH2:8][CH2:22][O:23][CH2:24][CH2:25][O:26][CH3:27]. (4) The product is: [Si:7]([O:4][CH2:3][C:2]([CH3:6])([NH2:1])[CH3:5])([C:10]([CH3:13])([CH3:12])[CH3:11])([CH3:9])[CH3:8]. Given the reactants [NH2:1][C:2]([CH3:6])([CH3:5])[CH2:3][OH:4].[Si:7](Cl)([C:10]([CH3:13])([CH3:12])[CH3:11])([CH3:9])[CH3:8], predict the reaction product. (5) Given the reactants CC1C(C)=CC=CC=1OCCCC(N1C2C(=C(C3C=CN=C(C(OC)=O)C=3)C=CC=2)CCC1)=O.[Br:35][C:36]1[CH:37]=[N:38][N:39]([CH2:41][C:42]2[CH:43]=[C:44]([CH:49]=[CH:50][CH:51]=2)[C:45]([O:47]C)=[O:46])[CH:40]=1, predict the reaction product. The product is: [Br:35][C:36]1[CH:37]=[N:38][N:39]([CH2:41][C:42]2[CH:43]=[C:44]([CH:49]=[CH:50][CH:51]=2)[C:45]([OH:47])=[O:46])[CH:40]=1. (6) Given the reactants [NH2:1][C:2]1[S:3][C:4]([C:23]2[CH:28]=[CH:27][CH:26]=[CH:25][CH:24]=2)=[CH:5][C:6]=1[C:7]([NH:9][C@H:10]1[CH2:15][CH2:14][CH2:13][N:12]([C:16]([O:18][C:19]([CH3:22])([CH3:21])[CH3:20])=[O:17])[CH2:11]1)=[O:8].[C:29]([N:36]1C=CN=C1)(N1C=CN=C1)=[O:30].[NH2:41]N, predict the reaction product. The product is: [NH:36]([C:29]([NH:1][C:2]1[S:3][C:4]([C:23]2[CH:24]=[CH:25][CH:26]=[CH:27][CH:28]=2)=[CH:5][C:6]=1[C:7]([NH:9][C@H:10]1[CH2:15][CH2:14][CH2:13][N:12]([C:16]([O:18][C:19]([CH3:21])([CH3:22])[CH3:20])=[O:17])[CH2:11]1)=[O:8])=[O:30])[NH2:41]. (7) Given the reactants Cl[C:2]1[NH:10][C:9]2[C:4](=[N:5][CH:6]=[CH:7][CH:8]=2)[C:3]=1[C:11]#[N:12].[CH3:13][N:14]([CH3:19])[CH2:15][CH2:16][NH:17][CH3:18], predict the reaction product. The product is: [CH3:13][N:14]([CH3:19])[CH2:15][CH2:16][N:17]([CH3:18])[C:2]1[NH:10][C:9]2[C:4](=[N:5][CH:6]=[CH:7][CH:8]=2)[C:3]=1[C:11]#[N:12].